From a dataset of Full USPTO retrosynthesis dataset with 1.9M reactions from patents (1976-2016). Predict the reactants needed to synthesize the given product. (1) The reactants are: C([N:4]1[C:12]2[C:7](=[CH:8][C:9]([C:13]([C:18]3[C:26]4[C:21](=[C:22]([NH:27][S:28]([CH3:31])(=[O:30])=[O:29])[CH:23]=[CH:24][CH:25]=4)[NH:20][CH:19]=3)([CH2:16][CH3:17])[CH2:14][CH3:15])=[CH:10][CH:11]=2)[CH:6]=[CH:5]1)(=O)C.CO.C1COCC1.O.[Li+].[OH-]. Given the product [CH2:14]([C:13]([C:18]1[C:26]2[C:21](=[C:22]([NH:27][S:28]([CH3:31])(=[O:29])=[O:30])[CH:23]=[CH:24][CH:25]=2)[NH:20][CH:19]=1)([C:9]1[CH:8]=[C:7]2[C:12](=[CH:11][CH:10]=1)[NH:4][CH:5]=[CH:6]2)[CH2:16][CH3:17])[CH3:15], predict the reactants needed to synthesize it. (2) Given the product [CH3:27][O:26][C:20]1[CH:19]=[C:18]([CH:23]=[CH:22][C:21]=1[O:24][CH3:25])[CH2:17][NH:16][C:14]1[N:13]2[N:28]=[C:29]([C:31]3[O:32][CH:33]=[CH:34][CH:35]=3)[N:30]=[C:12]2[CH:11]=[C:10]([C:7]2[CH:6]=[CH:5][C:4]([C:1]([O:3][CH3:36])=[O:2])=[CH:9][CH:8]=2)[N:15]=1, predict the reactants needed to synthesize it. The reactants are: [C:1]([C:4]1[CH:9]=[CH:8][C:7]([C:10]2[N:15]=[C:14]([NH:16][CH2:17][C:18]3[CH:23]=[CH:22][C:21]([O:24][CH3:25])=[C:20]([O:26][CH3:27])[CH:19]=3)[N:13]3[N:28]=[C:29]([C:31]4[O:32][CH:33]=[CH:34][CH:35]=4)[N:30]=[C:12]3[CH:11]=2)=[CH:6][CH:5]=1)([OH:3])=[O:2].[C:36](Cl)(=O)C(Cl)=O. (3) Given the product [CH3:43][N:40]1[CH2:41][CH2:42][N:37]([C:4]2[CH:5]=[C:6]([N:8]3[CH2:17][CH2:16][C:15]4[C:10](=[CH:11][C:12]([C:18]5[CH:19]=[N:20][C:21]([N:24]6[CH2:25][CH2:26][NH:27][CH2:28][CH2:29]6)=[N:22][CH:23]=5)=[CH:13][CH:14]=4)[CH2:9]3)[N:7]=[C:2]([NH2:1])[N:3]=2)[CH2:38][CH2:39]1, predict the reactants needed to synthesize it. The reactants are: [NH2:1][C:2]1[N:7]=[C:6]([N:8]2[CH2:17][CH2:16][C:15]3[C:10](=[CH:11][C:12]([C:18]4[CH:19]=[N:20][C:21]([N:24]5[CH2:29][CH2:28][N:27](C(OC(C)(C)C)=O)[CH2:26][CH2:25]5)=[N:22][CH:23]=4)=[CH:13][CH:14]=3)[CH2:9]2)[CH:5]=[C:4]([N:37]2[CH2:42][CH2:41][N:40]([CH3:43])[CH2:39][CH2:38]2)[N:3]=1.Cl.O1CCOCC1. (4) Given the product [Cl:1][C:2]1[CH:3]=[N:4][C:5]([N:11]2[CH2:12][CH:13]([NH:15][C:16]3[CH:21]=[CH:20][CH:19]=[C:18]([C:22]([F:24])([F:23])[F:25])[CH:17]=3)[CH2:14]2)=[C:6]([CH:10]=1)[C:7]([NH:27][C:28]1([C:31]2[CH:40]=[CH:39][C:34]([C:35]([O:37][CH3:38])=[O:36])=[CH:33][CH:32]=2)[CH2:30][CH2:29]1)=[O:8], predict the reactants needed to synthesize it. The reactants are: [Cl:1][C:2]1[CH:3]=[N:4][C:5]([N:11]2[CH2:14][CH:13]([NH:15][C:16]3[CH:21]=[CH:20][CH:19]=[C:18]([C:22]([F:25])([F:24])[F:23])[CH:17]=3)[CH2:12]2)=[C:6]([CH:10]=1)[C:7](O)=[O:8].Cl.[NH2:27][C:28]1([C:31]2[CH:40]=[CH:39][C:34]([C:35]([O:37][CH3:38])=[O:36])=[CH:33][CH:32]=2)[CH2:30][CH2:29]1. (5) Given the product [N:31]([CH2:30][CH2:29][CH2:28][O:7][C:8]1[CH:15]=[CH:14][C:11]([CH:12]=[O:13])=[C:10]([O:16][CH3:17])[CH:9]=1)=[N+:32]=[N-:33], predict the reactants needed to synthesize it. The reactants are: C([O-])([O-])=O.[K+].[K+].[OH:7][C:8]1[CH:15]=[CH:14][C:11]([CH:12]=[O:13])=[C:10]([O:16][CH3:17])[CH:9]=1.C1(C)C=CC(S(O[CH2:28][CH2:29][CH2:30][N:31]=[N+:32]=[N-:33])(=O)=O)=CC=1. (6) Given the product [Br:1][C:2]1[CH:7]=[CH:6][C:5]([C:8]2([OH:14])[CH2:9][CH2:10][N:11]([S:23]([CH3:22])(=[O:25])=[O:24])[CH2:12][CH2:13]2)=[CH:4][CH:3]=1, predict the reactants needed to synthesize it. The reactants are: [Br:1][C:2]1[CH:7]=[CH:6][C:5]([C:8]2([OH:14])[CH2:13][CH2:12][NH:11][CH2:10][CH2:9]2)=[CH:4][CH:3]=1.C(N(CC)CC)C.[CH3:22][S:23](Cl)(=[O:25])=[O:24].